From a dataset of Reaction yield outcomes from USPTO patents with 853,638 reactions. Predict the reaction yield, written as a fraction of the theoretical maximum amount of product (1.0 means a 100% yield; for example, 0.34 means a 34% yield). The reactants are [NH2:1][C:2]1[C:3]([C:13]([OH:15])=O)=[N:4][C:5]2[C:10]([CH:11]=1)=[CH:9][CH:8]=[C:7]([Br:12])[CH:6]=2.[NH2:16][C:17]1[CH:18]=[N:19][CH:20]=[CH:21][C:22]=1[N:23]1[CH2:28][CH2:27][CH2:26][C@H:25]([NH:29]C(=O)OC(C)(C)C)[CH2:24]1.CN(C(ON1N=NC2C=CC=NC1=2)=[N+](C)C)C.F[P-](F)(F)(F)(F)F.CCN(C(C)C)C(C)C. The catalyst is CN(C=O)C. The product is [NH2:1][C:2]1[C:3]([C:13]([NH:16][C:17]2[CH:18]=[N:19][CH:20]=[CH:21][C:22]=2[N:23]2[CH2:28][CH2:27][CH2:26][C@H:25]([NH2:29])[CH2:24]2)=[O:15])=[N:4][C:5]2[C:10]([CH:11]=1)=[CH:9][CH:8]=[C:7]([Br:12])[CH:6]=2. The yield is 0.220.